From a dataset of Rat liver microsome stability data. Regression/Classification. Given a drug SMILES string, predict its absorption, distribution, metabolism, or excretion properties. Task type varies by dataset: regression for continuous measurements (e.g., permeability, clearance, half-life) or binary classification for categorical outcomes (e.g., BBB penetration, CYP inhibition). Dataset: rlm. (1) The molecule is COC(=O)Nc1ccc2c(c1)NC(=O)[C@H](C)CCC[C@H](NC(=O)c1cnn(-c3cccc(Cl)c3F)c1C)c1cc-2ccn1. The result is 0 (unstable in rat liver microsomes). (2) The drug is O=C1CCCC2=C1C1(CCCC1)NC(Nc1nc3ccccc3o1)=N2. The result is 1 (stable in rat liver microsomes). (3) The drug is COC(=O)N1N=C(c2cccc(C)c2)CC1c1cc(OC)c(OC)c(OC)c1. The result is 0 (unstable in rat liver microsomes). (4) The molecule is CC1(C)NCCc2c1oc1cc(S(=O)(=O)c3cccc(F)c3)ccc21. The result is 1 (stable in rat liver microsomes). (5) The compound is O=C(NCC1(c2nc(-c3ccccc3)cs2)CCOCC1)c1cccc(-c2noc(C(F)(F)F)n2)c1. The result is 1 (stable in rat liver microsomes). (6) The molecule is CCCCc1nc2cc(/C=C/C(=O)NO)ccc2n1CCNC(C)C. The result is 1 (stable in rat liver microsomes). (7) The compound is O=C1CCCC2=C1C(c1ccncc1Br)NC(Nc1nc3ccccc3o1)=N2. The result is 1 (stable in rat liver microsomes). (8) The result is 1 (stable in rat liver microsomes). The drug is Cc1c2c(n3c1CCCN1CC[C@@H](C1)Nc1cc-3ccc1C(N)=O)CC(C)(C)CC2=O. (9) The drug is O=S(=O)(Nc1ccc(-c2ccccc2)cc1)c1ccc(NCc2ccc(Cl)cc2O)cc1. The result is 1 (stable in rat liver microsomes). (10) The drug is C[C@H](NS(=O)(=O)c1ccc(-c2sc(-c3nnc(CC(C)(C)C(=O)O)o3)nc2CC2CCC2)c2ccccc12)C(F)(F)F. The result is 0 (unstable in rat liver microsomes).